Dataset: Full USPTO retrosynthesis dataset with 1.9M reactions from patents (1976-2016). Task: Predict the reactants needed to synthesize the given product. (1) Given the product [NH:5]1[CH2:9][CH2:8][CH:7]([C:10]([O:12][CH2:13][CH3:14])=[O:11])[CH2:6]1, predict the reactants needed to synthesize it. The reactants are: S(Cl)(Cl)=O.[NH:5]1[CH2:9][CH2:8][CH:7]([C:10]([OH:12])=[O:11])[CH2:6]1.[CH3:13][CH2:14]O. (2) The reactants are: [F:1][C:2]1[CH:34]=[CH:33][C:5]([C:6]([NH:8][C:9]2([C:15]([NH:17][CH:18]3[CH2:23][CH2:22][N:21]([C:24]4[CH:29]=[CH:28][C:27]([F:30])=[CH:26][C:25]=4[NH2:31])[CH2:20][CH:19]3[OH:32])=[O:16])[CH2:14][CH2:13][CH2:12][CH2:11][CH2:10]2)=[O:7])=[CH:4][CH:3]=1.[F:35][C:36]1[C:44]([F:45])=[C:43]([F:46])[CH:42]=[CH:41][C:37]=1[C:38](Cl)=[O:39]. Given the product [F:1][C:2]1[CH:34]=[CH:33][C:5]([C:6]([NH:8][C:9]2([C:15]([NH:17][CH:18]3[CH2:23][CH2:22][N:21]([C:24]4[CH:29]=[CH:28][C:27]([F:30])=[CH:26][C:25]=4[NH:31][C:38](=[O:39])[C:37]4[CH:41]=[CH:42][C:43]([F:46])=[C:44]([F:45])[C:36]=4[F:35])[CH2:20][C:19]3=[O:32])=[O:16])[CH2:10][CH2:11][CH2:12][CH2:13][CH2:14]2)=[O:7])=[CH:4][CH:3]=1, predict the reactants needed to synthesize it. (3) Given the product [CH2:1]([O:8][C:9]1[CH:28]=[CH:27][C:12]([O:13][C:14]2[C:22]([CH3:23])=[CH:21][C:20]([N+:24]([O-:26])=[O:25])=[C:19]3[C:15]=2[CH2:16][CH2:17][CH2:18]3)=[CH:11][C:10]=1[I:29])[C:2]1[CH:7]=[CH:6][CH:5]=[CH:4][CH:3]=1, predict the reactants needed to synthesize it. The reactants are: [CH2:1]([O:8][C:9]1[CH:28]=[CH:27][C:12]([O:13][C:14]2[C:22]([CH3:23])=[CH:21][C:20]([N+:24]([O-:26])=[O:25])=[C:19]3[C:15]=2[CH2:16][CH2:17][CH2:18]3)=[CH:11][CH:10]=1)[C:2]1[CH:7]=[CH:6][CH:5]=[CH:4][CH:3]=1.[I:29]I. (4) Given the product [F:11][C:12]([F:28])([F:27])[C:13]1[CH:14]=[C:15]([C:23]([CH3:2])([CH3:25])[C:24]([OH:31])=[O:29])[CH:16]=[C:17]([C:19]([F:22])([F:21])[F:20])[CH:18]=1, predict the reactants needed to synthesize it. The reactants are: F[C:2](F)(F)S(O)(=O)=O.[C]=O.[F:11][C:12]([F:28])([F:27])[C:13]1[CH:14]=[C:15]([C:23](O)([CH3:25])[CH3:24])[CH:16]=[C:17]([C:19]([F:22])([F:21])[F:20])[CH:18]=1.[OH-:29].[Na+].[OH2:31].